Task: Binary Classification. Given a miRNA mature sequence and a target amino acid sequence, predict their likelihood of interaction.. Dataset: Experimentally validated miRNA-target interactions with 360,000+ pairs, plus equal number of negative samples (1) The miRNA is hsa-miR-1182 with sequence GAGGGUCUUGGGAGGGAUGUGAC. The protein sequence of the target gene is MDSRKLSPRGKKLESHLSQEHRRPPLGLIAAWGQPSIQSSVQQGLQTQDWVCEPPERRRPGRRWSVSIDERRRLATLGGRERPGAAGTQLHCRDVVQMVAQLVSEDVDKDVLLPHPLRSTESTNAFQAFLARSAPFWHNATFEASRSPPS. Result: 1 (interaction). (2) The protein sequence of the target gene is MAAAMTFCRLLNRCGEAARSLPLGARCFGVRVSPTGEKVTHTGQVYDDKDYRRIRFVGRQKEVNENFAIDLIAEQPVSEVETRVIACDGGGGALGHPKVYINLDKETKTGTCGYCGLQFRQHHH. The miRNA is hsa-miR-193b-3p with sequence AACUGGCCCUCAAAGUCCCGCU. Result: 1 (interaction).